This data is from Ames mutagenicity test results for genotoxicity prediction. The task is: Regression/Classification. Given a drug SMILES string, predict its toxicity properties. Task type varies by dataset: regression for continuous values (e.g., LD50, hERG inhibition percentage) or binary classification for toxic/non-toxic outcomes (e.g., AMES mutagenicity, cardiotoxicity, hepatotoxicity). Dataset: ames. (1) The drug is Clc1cccc2ccccc12. The result is 1 (mutagenic). (2) The compound is CC1CCC(C(C)C)C(OC(=O)c2ccccc2N)C1. The result is 0 (non-mutagenic). (3) The drug is CCCCC(CC)COC(=O)c1ccc(C(=O)OCC(CC)CCCC)c(C(=O)OCC(CC)CCCC)c1. The result is 0 (non-mutagenic). (4) The molecule is O=C(Cl)c1c(Cl)cccc1Cl. The result is 1 (mutagenic). (5) The molecule is CC(=O)Nc1cc(N(C)C)ccc1N=Nc1cccnc1. The result is 0 (non-mutagenic). (6) The compound is CC(C)=CCCC(C)CC=O. The result is 0 (non-mutagenic). (7) The molecule is CC(=O)N(N)C(C)=O. The result is 0 (non-mutagenic). (8) The drug is O=[N+]([O-])c1ccc(CN2C3c4ccccc4-c4ccccc4C32)cc1. The result is 1 (mutagenic).